From a dataset of Reaction yield outcomes from USPTO patents with 853,638 reactions. Predict the reaction yield, written as a fraction of the theoretical maximum amount of product (1.0 means a 100% yield; for example, 0.34 means a 34% yield). (1) The reactants are [NH2:1][C:2]1[N:7]=[C:6]([Cl:8])[CH:5]=[C:4](Cl)[N:3]=1.[F:10][C:11]1[CH:12]=[C:13]([CH:15]=[CH:16][C:17]=1[S:18][C:19]1[CH:24]=[CH:23][N:22]=[CH:21][CH:20]=1)[NH2:14].[OH-].[NH4+]. The catalyst is O.Cl. The product is [NH2:1][C:2]1[N:3]=[C:4]([NH:14][C:13]2[CH:15]=[CH:16][C:17]([S:18][C:19]3[CH:24]=[CH:23][N:22]=[CH:21][CH:20]=3)=[C:11]([F:10])[CH:12]=2)[CH:5]=[C:6]([Cl:8])[N:7]=1. The yield is 0.470. (2) The reactants are Cl[C:2]1[C:11]([C:12]([F:15])([F:14])[F:13])=[N:10][C:9]2[C:4](=[CH:5][CH:6]=[C:7]([O:16][CH3:17])[CH:8]=2)[N:3]=1.[C:18]([C:21]1[CH:26]=[CH:25][C:24](B(O)O)=[C:23]([Cl:30])[CH:22]=1)([OH:20])=[O:19].C([O-])([O-])=O.[K+].[K+].Cl. The catalyst is COCCOCCO.O.C1C=CC(P(C2C=CC=CC=2)[C-]2C=CC=C2)=CC=1.C1C=CC(P(C2C=CC=CC=2)[C-]2C=CC=C2)=CC=1.Cl[Pd]Cl.[Fe+2]. The product is [Cl:30][C:23]1[CH:22]=[C:21]([CH:26]=[CH:25][C:24]=1[C:2]1[C:11]([C:12]([F:15])([F:14])[F:13])=[N:10][C:9]2[C:4](=[CH:5][CH:6]=[C:7]([O:16][CH3:17])[CH:8]=2)[N:3]=1)[C:18]([OH:20])=[O:19]. The yield is 0.680. (3) The reactants are [CH:1]1[C:6]([CH:7]=[O:8])=[CH:5][C:4]2[O:9][CH2:10][O:11][C:3]=2[CH:2]=1.[CH2:12]1[O:20][C:19]2[C:14](=[CH:15][CH:16]=[C-:17][CH:18]=2)[O:13]1.[Mg+2].[Br-]. The catalyst is ClCCl. The product is [CH2:10]1[O:11][C:3]2[CH:2]=[CH:1][C:6]([CH:7]([C:17]3[CH:16]=[CH:15][C:14]4[O:13][CH2:12][O:20][C:19]=4[CH:18]=3)[OH:8])=[CH:5][C:4]=2[O:9]1. The yield is 0.870. (4) The reactants are [F:1][C:2]1[CH:3]=[C:4]([CH2:9][C:10]([NH:12][CH2:13][C:14]2([C:20]3[CH:25]=[CH:24][C:23]([I:26])=[CH:22][CH:21]=3)[CH2:19][CH2:18][NH:17][CH2:16][CH2:15]2)=[O:11])[CH:5]=[C:6]([F:8])[CH:7]=1.[CH:27]1([CH:30]=O)[CH2:29][CH2:28]1.CC(O)=O.[BH-](OC(C)=O)(OC(C)=O)OC(C)=O.[Na+]. The catalyst is C(Cl)CCl.CCOC(C)=O. The product is [CH:27]1([CH2:30][N:17]2[CH2:18][CH2:19][C:14]([CH2:13][NH:12][C:10](=[O:11])[CH2:9][C:4]3[CH:3]=[C:2]([F:1])[CH:7]=[C:6]([F:8])[CH:5]=3)([C:20]3[CH:21]=[CH:22][C:23]([I:26])=[CH:24][CH:25]=3)[CH2:15][CH2:16]2)[CH2:29][CH2:28]1. The yield is 0.950.